From a dataset of CYP3A4 inhibition data for predicting drug metabolism from PubChem BioAssay. Regression/Classification. Given a drug SMILES string, predict its absorption, distribution, metabolism, or excretion properties. Task type varies by dataset: regression for continuous measurements (e.g., permeability, clearance, half-life) or binary classification for categorical outcomes (e.g., BBB penetration, CYP inhibition). Dataset: cyp3a4_veith. (1) The result is 0 (non-inhibitor). The compound is O=C(c1cccc(F)c1)N1CCC2(CCCN(c3ncccn3)C2)CC1. (2) The molecule is CCCn1c(C)c(C(=O)c2cccc3ccccc23)c2ccccc21. The result is 0 (non-inhibitor). (3) The drug is COc1ccc(CNc2cc(-c3cccc(C#N)c3)ncn2)c(OC)c1. The result is 1 (inhibitor).